This data is from Forward reaction prediction with 1.9M reactions from USPTO patents (1976-2016). The task is: Predict the product of the given reaction. (1) Given the reactants [Cl:1][C:2]1[CH:3]=[N:4][CH:5]=[C:6]([Cl:20])[C:7]=1[S:8][C:9]1[S:13][C:12]([C:14]([OH:16])=O)=[CH:11][C:10]=1[N+:17]([O-:19])=[O:18].[CH3:21][N:22]([CH3:33])[CH2:23][CH2:24][O:25][C:26]1[CH:32]=[CH:31][C:29]([NH2:30])=[CH:28][CH:27]=1, predict the reaction product. The product is: [Cl:20][C:6]1[CH:5]=[N:4][CH:3]=[C:2]([Cl:1])[C:7]=1[S:8][C:9]1[S:13][C:12]([C:14]([NH:30][C:29]2[CH:28]=[CH:27][C:26]([O:25][CH2:24][CH2:23][N:22]([CH3:33])[CH3:21])=[CH:32][CH:31]=2)=[O:16])=[CH:11][C:10]=1[N+:17]([O-:19])=[O:18]. (2) The product is: [F:27][C:28]1[C:33]([CH:34]([C:2]2[C:10]3[C:5](=[N:6][CH:7]=[C:8]([CH3:11])[CH:9]=3)[N:4]([Si:12]([CH:19]([CH3:21])[CH3:20])([CH:16]([CH3:18])[CH3:17])[CH:13]([CH3:15])[CH3:14])[CH:3]=2)[OH:35])=[CH:32][CH:31]=[C:30]([NH:36][C:37]2[CH:38]=[N:39][C:40]([O:43][CH3:44])=[CH:41][CH:42]=2)[N:29]=1. Given the reactants I[C:2]1[C:10]2[C:5](=[N:6][CH:7]=[C:8]([CH3:11])[CH:9]=2)[N:4]([Si:12]([CH:19]([CH3:21])[CH3:20])([CH:16]([CH3:18])[CH3:17])[CH:13]([CH3:15])[CH3:14])[CH:3]=1.C([Mg]Cl)(C)C.[F:27][C:28]1[C:33]([CH:34]=[O:35])=[CH:32][CH:31]=[C:30]([NH:36][C:37]2[CH:38]=[N:39][C:40]([O:43][CH3:44])=[CH:41][CH:42]=2)[N:29]=1.O, predict the reaction product. (3) Given the reactants [CH3:1][O:2][C:3]1[CH:8]=[CH:7][CH:6]=[C:5]([O:9][CH3:10])[C:4]=1[CH:11]1[NH:16][C:15](=[O:17])[CH2:14][CH2:13][CH2:12]1.Br[CH2:19][C:20]1[CH:25]=[CH:24][CH:23]=[C:22]([O:26][CH:27]([F:29])[F:28])[N:21]=1, predict the reaction product. The product is: [F:29][CH:27]([F:28])[O:26][C:22]1[N:21]=[C:20]([CH2:19][N:16]2[CH:11]([C:4]3[C:5]([O:9][CH3:10])=[CH:6][CH:7]=[CH:8][C:3]=3[O:2][CH3:1])[CH2:12][CH2:13][CH2:14][C:15]2=[O:17])[CH:25]=[CH:24][CH:23]=1. (4) Given the reactants [NH2:1][C:2]1[C:3]([C:10]([OH:12])=O)=[N:4][C:5]([Cl:9])=[C:6]([NH2:8])[N:7]=1.CN(C(ON1N=NC2C=CC=NC1=2)=[N+](C)C)C.F[P-](F)(F)(F)(F)F.CN1CCOCC1.[C:44]([O:48][C:49](=[O:69])[NH:50][C@H:51]([CH2:67][NH2:68])[CH2:52][CH2:53][CH2:54][CH2:55][NH:56][C:57]([O:59][CH2:60][C:61]1[CH:66]=[CH:65][CH:64]=[CH:63][CH:62]=1)=[O:58])([CH3:47])([CH3:46])[CH3:45], predict the reaction product. The product is: [C:44]([O:48][C:49](=[O:69])[NH:50][C@H:51]([CH2:67][NH:68][C:10]([C:3]1[C:2]([NH2:1])=[N:7][C:6]([NH2:8])=[C:5]([Cl:9])[N:4]=1)=[O:12])[CH2:52][CH2:53][CH2:54][CH2:55][NH:56][C:57]([O:59][CH2:60][C:61]1[CH:62]=[CH:63][CH:64]=[CH:65][CH:66]=1)=[O:58])([CH3:47])([CH3:45])[CH3:46]. (5) Given the reactants [OH:1][C:2]1[CH:3]=[C:4]2[C:9](=[CH:10][CH:11]=1)[N:8]=[C:7]([CH3:12])[CH:6]=[CH:5]2.CN(C1C=CC=CN=1)C.[C:22]([O:26][C:27](O[C:27]([O:26][C:22]([CH3:25])([CH3:24])[CH3:23])=[O:28])=[O:28])([CH3:25])([CH3:24])[CH3:23], predict the reaction product. The product is: [C:22]([O:26][C:27]([O:1][C:2]1[CH:3]=[C:4]2[C:9](=[CH:10][CH:11]=1)[N:8]=[C:7]([CH3:12])[CH:6]=[CH:5]2)=[O:28])([CH3:25])([CH3:24])[CH3:23]. (6) The product is: [F:20][CH:18]([F:19])[N:15]1[C:14]2[C:9](=[O:8])[NH:10][C:11]([C:27]3[CH:26]=[CH:25][C:24]([O:23][CH3:22])=[C:29]([O:30][CH3:31])[CH:28]=3)=[CH:12][C:13]=2[N:17]=[CH:16]1. Given the reactants C([O:8][C:9]1[C:14]2[N:15]([CH:18]([F:20])[F:19])[CH:16]=[N:17][C:13]=2[CH:12]=[C:11](Cl)[N:10]=1)C1C=CC=CC=1.[CH3:22][O:23][C:24]1[CH:25]=[C:26](B(O)O)[CH:27]=[CH:28][C:29]=1[O:30][CH3:31].C([O-])([O-])=O.[K+].[K+].B(O)O.C([O-])=O.[NH4+], predict the reaction product. (7) Given the reactants [C:1]([O:5][C:6]([N:8]([C:45]([O:47][C:48]([CH3:51])([CH3:50])[CH3:49])=[O:46])[C:9]1[C:18]2[C:13](=[CH:14][C:15]([NH:19][CH:20]([C:34]3[CH:39]=[CH:38][C:37]([CH2:40][CH:41]([OH:44])[CH2:42][CH3:43])=[CH:36][CH:35]=3)[C:21]([NH:23][CH2:24][C:25]3[CH:30]=[CH:29][CH:28]=[C:27]([N+:31]([O-])=O)[CH:26]=3)=[O:22])=[CH:16][CH:17]=2)[CH:12]=[CH:11][N:10]=1)=[O:7])([CH3:4])([CH3:3])[CH3:2], predict the reaction product. The product is: [NH2:31][C:27]1[CH:26]=[C:25]([CH:30]=[CH:29][CH:28]=1)[CH2:24][NH:23][C:21](=[O:22])[CH:20]([NH:19][C:15]1[CH:14]=[C:13]2[C:18](=[CH:17][CH:16]=1)[C:9]([N:8]([C:45]([O:47][C:48]([CH3:51])([CH3:50])[CH3:49])=[O:46])[C:6]([O:5][C:1]([CH3:2])([CH3:3])[CH3:4])=[O:7])=[N:10][CH:11]=[CH:12]2)[C:34]1[CH:35]=[CH:36][C:37]([CH2:40][CH:41]([OH:44])[CH2:42][CH3:43])=[CH:38][CH:39]=1.